From a dataset of Experimentally validated miRNA-target interactions with 360,000+ pairs, plus equal number of negative samples. Binary Classification. Given a miRNA mature sequence and a target amino acid sequence, predict their likelihood of interaction. (1) The miRNA is hsa-miR-3649 with sequence AGGGACCUGAGUGUCUAAG. The protein sequence of the target gene is MLPFLSMLVLLVQPLGNLGAEMKSLSQRSVPNTCTLVMCSPTENGLPGRDGRDGREGPRGEKGDPGLPGPMGLSGLQGPTGPVGPKGENGSAGEPGPKGERGLSGPPGLPGIPGPAGKEGPSGKQGNIGPQGKPGPKGEAGPKGEVGAPGMQGSTGAKGSTGPKGERGAPGVQGAPGNAGAAGPAGPAGPQGAPGSRGPPGLKGDRGVPGDRGIKGESGLPDSAALRQQMEALKGKLQRLEVAFSHYQKAALFPDGRSVGDKIFRTADSEKPFEDAQEMCKQAGGQLASPRSATENAAIQ.... Result: 0 (no interaction). (2) The miRNA is hsa-miR-4739 with sequence AAGGGAGGAGGAGCGGAGGGGCCCU. The protein sequence of the target gene is MADLLGSILSSMEKPPSLGDQETRRKAREQAARLKKLQEQEKQQKVEFRKRMEKEVSDFIQDSGQIKKKFQPMNKIERSILHDVVEVAGLTSFSFGEDDDCRYVMIFKKEFAPSDEELDSYRRGEEWDPQKAEEKRKLKELAQRQEEEAAQQGPVVVSPASDYKDKYSHLIGKGAAKDAAHMLQANKTYGCVPVANKRDTRSIEEAMNEIRAKKRLRQSGEELPPTS. Result: 0 (no interaction). (3) The miRNA is bta-miR-146a with sequence UGAGAACUGAAUUCCAUAGGUUGU. The protein sequence of the target gene is MKKFKRRLSLTLRGSQTIDESLSELAEQMTIEESSSKDNEPIVKNGRPPTSHSVHSFLHQYTGSFKKPPLRRPHSVIGGSLGSFMAMPRNGSRLDIVHENLKMGSDGESDQASGTSSDEVQSPTGVCLRNRIHRRISMEDLNKRLSLPADIRIPDGYLEKLQISSPPFDQPMSRRSRRASLSEIGFGKMETYIKLEKLGEGTYATVYKGRSKLTENLVALKEIRLEHEEGAPCTAIREVSLLKDLKHANIVTLHDIVHTDKSLTLVFEYLDKDLKQYMDDCGNIMSMHNVKLFLYQILRG.... Result: 0 (no interaction). (4) The miRNA is hsa-miR-4257 with sequence CCAGAGGUGGGGACUGAG. The protein sequence of the target gene is MADAAPQLGKRKRELDVEEAHAASTEEKEAGVGNGTCAPVRLPFSGFRLQKVLRESARDKIIFLHGKVNEASGDGDGEDAVVILEKTPFQVEQVAQLLTGSPELQLQFSNDIYSTYHLFPPRQLNDVKTTVVYPATEKHLQKYLRQDLRLIRETGDDYRNITLPHLESQSLSIQWVYNILDKKAEADRIVFENPDPSDGFVLIPDLKWNQQQLDDLYLIAICHRRGIRSLRDLTPEHLPLLRNILHQGQEAILQRYRMKGDHLRVYLHYLPSYYHLHVHFTALGFEAPGSGVERAHLLAE.... Result: 1 (interaction). (5) The miRNA is mmu-miR-466i-5p with sequence UGUGUGUGUGUGUGUGUGUG. The protein sequence of the target gene is MSSSLLAGGHMVSLTPCEESRMALHPTPSPGLPALCPYYTTESWGTQPLMAPTLRKGSSDRLQQAQQAEARAHCLLQGPGEQASGASQDLESCIDFSLEALNQMILEIDPTFQLLPSGTAGPQAESTNSIMSRNKKEEPEALDIKYIEVTSTRSRYLDGPQRCSSPCATPPFGSPRSGSLFLSRDIPRETRSSSNESLIFSGNQGRGPSPLTPSSLSNAIPCRESRTSGSPLATPPGWEKGLRAPQRGSRVSILSASPVSDVSYVFGSNQSLPHSSLSSYPSSSRSLGSPASSSSSLHSL.... Result: 1 (interaction).